Dataset: Forward reaction prediction with 1.9M reactions from USPTO patents (1976-2016). Task: Predict the product of the given reaction. Given the reactants Cl.[Cl:2][C:3]1[CH:4]=[C:5]2[C:10](=[CH:11][CH:12]=1)[CH:9]=[C:8]([S:13]([N:16]1[CH2:21][CH2:20][N:19]([C:22]([C:24]3[S:32][C:31]4[CH2:30][CH2:29][NH:28][CH2:27][C:26]=4[CH:25]=3)=[O:23])[CH2:18][CH2:17]1)(=[O:15])=[O:14])[CH:7]=[CH:6]2.[CH2:33]([N:35](CC)CC)C.C([O-])(=O)C.[Na+].[Br-], predict the reaction product. The product is: [Cl:2][C:3]1[CH:4]=[C:5]2[C:10](=[CH:11][CH:12]=1)[CH:9]=[C:8]([S:13]([N:16]1[CH2:17][CH2:18][N:19]([C:22]([C:24]3[S:32][C:31]4[CH2:30][CH2:29][N:28]([C:33]#[N:35])[CH2:27][C:26]=4[CH:25]=3)=[O:23])[CH2:20][CH2:21]1)(=[O:15])=[O:14])[CH:7]=[CH:6]2.